Regression/Classification. Given a drug SMILES string, predict its absorption, distribution, metabolism, or excretion properties. Task type varies by dataset: regression for continuous measurements (e.g., permeability, clearance, half-life) or binary classification for categorical outcomes (e.g., BBB penetration, CYP inhibition). Dataset: cyp1a2_veith. From a dataset of CYP1A2 inhibition data for predicting drug metabolism from PubChem BioAssay. (1) The compound is O=C(CCc1nc(-c2ccccc2)no1)NCCc1ccccc1. The result is 1 (inhibitor). (2) The drug is Cc1cccc(-n2c(Cn3nc(C)c([N+](=O)[O-])c3C)n[nH]c2=S)c1. The result is 0 (non-inhibitor). (3) The molecule is CCCC[C@]1(C2CCCC2)Cc2cc(OCC(=O)O)c(Cl)c(Cl)c2C1=O. The result is 0 (non-inhibitor). (4) The compound is CCOC(=O)c1cnn(CCOC(=O)C(C)(C)C)c1NC(=O)C(C)(C)C. The result is 0 (non-inhibitor). (5) The compound is Cc1onc(-c2c(F)cccc2Cl)c1C(=O)N[C@H]1C(=O)N2[C@H]1SC(C)(C)[C@H]2C(=O)[O-].[Na+]. The result is 0 (non-inhibitor). (6) The compound is O=C(CCCN1CCC(O)(c2cccc(C(F)(F)F)c2)CC1)c1ccc(F)cc1. The result is 0 (non-inhibitor). (7) The molecule is Cc1ccccc1N1C(=O)CN(C(C)(C)C)C(=O)C1c1ccc(N(C)C)cc1. The result is 0 (non-inhibitor). (8) The molecule is CCOC(=O)CNS(=O)(=O)c1cc(-c2nn(C)c(=O)c3ccccc23)ccc1C. The result is 0 (non-inhibitor). (9) The compound is CC(NC(=O)C1(C)CC1(Br)Br)C(C)(C)C. The result is 0 (non-inhibitor).